From a dataset of Reaction yield outcomes from USPTO patents with 853,638 reactions. Predict the reaction yield, written as a fraction of the theoretical maximum amount of product (1.0 means a 100% yield; for example, 0.34 means a 34% yield). (1) The reactants are C([O:8][C:9]1[CH:18]=[C:17]2[C:12]([C:13]([O:19][C:20]3[C:21]([C:28]4[CH:33]=[CH:32][C:31]([CH3:34])=[CH:30][N:29]=4)=[N:22][C:23]([CH3:27])=[C:24]([CH3:26])[CH:25]=3)=[CH:14][CH:15]=[N:16]2)=[CH:11][C:10]=1[O:35][CH3:36])C1C=CC=CC=1.CS(O)(=O)=O. The catalyst is FC(F)(F)C(O)=O. The product is [CH3:36][O:35][C:10]1[CH:11]=[C:12]2[C:17](=[CH:18][C:9]=1[OH:8])[N:16]=[CH:15][CH:14]=[C:13]2[O:19][C:20]1[C:21]([C:28]2[CH:33]=[CH:32][C:31]([CH3:34])=[CH:30][N:29]=2)=[N:22][C:23]([CH3:27])=[C:24]([CH3:26])[CH:25]=1. The yield is 0.880. (2) The reactants are [S:1]1[C:5]2=[CH:6][N:7]=[CH:8][CH:9]=[C:4]2[CH:3]=[C:2]1[C:10]([O:12][CH2:13][CH3:14])=[O:11].ClC1C=C(C=CC=1)C(OO)=[O:20]. The catalyst is C(Cl)(Cl)(Cl)Cl.C([O-])(O)=O.[Na+]. The product is [CH2:13]([O:12][C:10]([C:2]1[S:1][C:5]2=[CH:6][N+:7]([O-:20])=[CH:8][CH:9]=[C:4]2[CH:3]=1)=[O:11])[CH3:14]. The yield is 0.640. (3) The reactants are C(=O)([O-])[O-].[K+].[K+].[Si:7]([O:14][C@@H:15]1[N:21]([C:22]([O:24][CH2:25][CH:26]=[CH2:27])=[O:23])[C:20]2[CH:28]=[C:29]([O:34][CH2:35][CH2:36][CH2:37][CH2:38][CH2:39]I)[C:30]([O:32][CH3:33])=[CH:31][C:19]=2[C:18](=[O:41])[N:17]2[CH:42]=[C:43]([CH3:45])[CH2:44][C@@H:16]12)([C:10]([CH3:13])([CH3:12])[CH3:11])([CH3:9])[CH3:8].[Si:46]([O:53][C@@H:54]1[N:60]([C:61]([O:63][CH2:64][C:65]2[CH:70]=[CH:69][C:68]([NH:71][NH:72][CH:73]([CH3:89])[C:74]([NH:76][CH:77]([CH:86]([CH3:88])[CH3:87])[C:78](=[O:85])[C:79]([O:81][CH2:82][CH:83]=[CH2:84])=[O:80])=[O:75])=[CH:67][CH:66]=2)=[O:62])[C:59]2[CH:90]=[C:91]([OH:96])[C:92]([O:94][CH3:95])=[CH:93][C:58]=2[C:57](=[O:97])[N:56]2[CH:98]=[C:99]([CH3:101])[CH2:100][C@@H:55]12)([C:49]([CH3:52])([CH3:51])[CH3:50])([CH3:48])[CH3:47]. The catalyst is CC(C)=O. The product is [CH2:82]([O:81][C:79](=[O:80])[C:78](=[O:85])[CH:77]([NH:76][C:74](=[O:75])[CH:73]([NH:72][NH:71][C:68]1[CH:67]=[CH:66][C:65]([CH2:64][O:63][C:61]([N:60]2[C:59]3[CH:90]=[C:91]([O:96][CH2:39][CH2:38][CH2:37][CH2:36][CH2:35][O:34][C:29]4[C:30]([O:32][CH3:33])=[CH:31][C:19]5[C:18](=[O:41])[N:17]6[CH:42]=[C:43]([CH3:45])[CH2:44][CH:16]6[C@H:15]([O:14][Si:7]([C:10]([CH3:13])([CH3:12])[CH3:11])([CH3:9])[CH3:8])[N:21]([C:22]([O:24][CH2:25][CH:26]=[CH2:27])=[O:23])[C:20]=5[CH:28]=4)[C:92]([O:94][CH3:95])=[CH:93][C:58]=3[C:57](=[O:97])[N:56]3[CH:98]=[C:99]([CH3:101])[CH2:100][CH:55]3[C@@H:54]2[O:53][Si:46]([C:49]([CH3:52])([CH3:51])[CH3:50])([CH3:47])[CH3:48])=[O:62])=[CH:70][CH:69]=1)[CH3:89])[CH:86]([CH3:87])[CH3:88])[CH:83]=[CH2:84]. The yield is 0.570. (4) The reactants are [C:1]([O:5][C:6](=[O:44])[CH:7]([NH:17][C:18]([NH:20][CH:21]([C:37]([O:39][C:40]([CH3:43])([CH3:42])[CH3:41])=[O:38])[CH2:22][CH2:23][CH2:24][CH2:25][NH:26]C(OCC1C=CC=CC=1)=O)=[O:19])[CH2:8][CH2:9][C:10]([O:12][C:13]([CH3:16])([CH3:15])[CH3:14])=[O:11])([CH3:4])([CH3:3])[CH3:2].C([O-])=O.[NH4+]. The catalyst is C(O)C.[Pd]. The product is [C:1]([O:5][C:6](=[O:44])[CH:7]([NH:17][C:18]([NH:20][CH:21]([C:37]([O:39][C:40]([CH3:43])([CH3:42])[CH3:41])=[O:38])[CH2:22][CH2:23][CH2:24][CH2:25][NH2:26])=[O:19])[CH2:8][CH2:9][C:10]([O:12][C:13]([CH3:16])([CH3:15])[CH3:14])=[O:11])([CH3:2])([CH3:3])[CH3:4]. The yield is 0.980. (5) The reactants are [F:1][C:2]1[CH:21]=[CH:20][C:5]([O:6][C:7]2[C:8]([C:17]([OH:19])=O)=[N:9][C:10]3[C:15]([N:16]=2)=[CH:14][CH:13]=[CH:12][CH:11]=3)=[C:4]([O:22][CH3:23])[CH:3]=1.[NH2:24][C:25]1[CH:26]=[C:27]([S:31]([NH2:34])(=[O:33])=[O:32])[CH:28]=[CH:29][CH:30]=1.CN(C(ON1N=NC2C=CC=NC1=2)=[N+](C)C)C.F[P-](F)(F)(F)(F)F.CN1CCOCC1. The catalyst is CN(C=O)C. The product is [F:1][C:2]1[CH:21]=[CH:20][C:5]([O:6][C:7]2[C:8]([C:17]([NH:24][C:25]3[CH:30]=[CH:29][CH:28]=[C:27]([S:31](=[O:33])(=[O:32])[NH2:34])[CH:26]=3)=[O:19])=[N:9][C:10]3[C:15]([N:16]=2)=[CH:14][CH:13]=[CH:12][CH:11]=3)=[C:4]([O:22][CH3:23])[CH:3]=1. The yield is 0.370. (6) The reactants are [F:1][C:2]1[CH:3]=[C:4]([NH2:24])[CH:5]=[CH:6][C:7]=1[O:8][C:9]1[CH:14]=[CH:13][N:12]=[C:11]2[CH:15]=[C:16]([C:18]3[N:19]=[CH:20][N:21]([CH3:23])[CH:22]=3)[S:17][C:10]=12.[F:25][C:26]([F:40])([F:39])[CH:27]([NH:32][C:33]1[CH:38]=[CH:37][CH:36]=[CH:35][CH:34]=1)[CH2:28][C:29](O)=[O:30].C(N(CC)C(C)C)(C)C.CN(C(ON1N=NC2C=CC=NC1=2)=[N+](C)C)C.F[P-](F)(F)(F)(F)F.C(=O)(O)[O-].[Na+]. The catalyst is CN(C)C=O. The product is [F:25][C:26]([F:39])([F:40])[CH:27]([NH:32][C:33]1[CH:38]=[CH:37][CH:36]=[CH:35][CH:34]=1)[CH2:28][C:29]([NH:24][C:4]1[CH:5]=[CH:6][C:7]([O:8][C:9]2[CH:14]=[CH:13][N:12]=[C:11]3[CH:15]=[C:16]([C:18]4[N:19]=[CH:20][N:21]([CH3:23])[CH:22]=4)[S:17][C:10]=23)=[C:2]([F:1])[CH:3]=1)=[O:30]. The yield is 0.500.